Dataset: Forward reaction prediction with 1.9M reactions from USPTO patents (1976-2016). Task: Predict the product of the given reaction. (1) Given the reactants [NH2:1][C:2]1[CH:10]=[CH:9][CH:8]=[C:7]([Cl:11])[C:3]=1[C:4]([OH:6])=O.O=S(Cl)Cl.[CH3:16][O:17][C:18]1[C:19]([NH2:24])=[CH:20][CH:21]=[CH:22][CH:23]=1.C(Cl)(Cl)Cl, predict the reaction product. The product is: [NH2:1][C:2]1[CH:10]=[CH:9][CH:8]=[C:7]([Cl:11])[C:3]=1[C:4]([NH:24][C:19]1[CH:20]=[CH:21][CH:22]=[CH:23][C:18]=1[O:17][CH3:16])=[O:6]. (2) Given the reactants [H-].[Na+].[CH3:3][O:4][C:5]1[CH:6]=[C:7]([C:13]2[C:14]([CH3:20])([CH3:19])[C:15](=[O:18])[NH:16][N:17]=2)[CH:8]=[CH:9][C:10]=1[O:11][CH3:12].CC1C=CC(S(O[CH:32]2[CH2:37][CH2:36][N:35](C(OC(C)(C)C)=O)[CH2:34][CH2:33]2)(=O)=O)=CC=1.C1(C)C(S([O-])(=O)=O)=CC=CC=1.[Na+].OS(O)(=O)=O, predict the reaction product. The product is: [CH3:3][O:4][C:5]1[CH:6]=[C:7]([C:13]2[C:14]([CH3:20])([CH3:19])[C:15](=[O:18])[N:16]([CH:32]3[CH2:37][CH2:36][NH:35][CH2:34][CH2:33]3)[N:17]=2)[CH:8]=[CH:9][C:10]=1[O:11][CH3:12].